This data is from Catalyst prediction with 721,799 reactions and 888 catalyst types from USPTO. The task is: Predict which catalyst facilitates the given reaction. Reactant: [Br:1][C:2]1[CH:3]=[CH:4][C:5]([CH3:13])=[C:6]2[C:10]=1[C:9](=[O:11])[CH:8]([CH3:12])[CH2:7]2.[BH4-].[Na+].Cl.[OH-].[K+].[CH3:19]I. Product: [Br:1][C:2]1[CH:3]=[CH:4][C:5]([CH3:13])=[C:6]2[C:10]=1[CH:9]([O:11][CH3:19])[CH:8]([CH3:12])[CH2:7]2. The catalyst class is: 278.